Dataset: Protein-peptide binding for MDM2, ACE2, and 12ca5 with 34 validated binders. Task: Binary Classification. Given protein and peptide amino acid sequences, predict whether they interact or not. The protein target is MDM2 with sequence MCNTNMSVPTDGAVTTSQIPASEQETLVRPKPLLLKLLKSVGAQKDTYTMKEVLFYLGQYIMTKRLYDEKQQHIVYCSNDLLGDLFGVPSFSVKEHRKIYTMIYRNLVVVNQQESSDSGTSVSENRCHLEGGSDQKDLVQELQEEKPSSSHLVSRPSTSSRRRAISETEENSDELSGERQRKRHKSDSISLSFDESLALCVIREICCERSSSSESTGTPSNPDLDAGVSEHSGDWLDQDSVSDQFSVEFEVESLDSEDYSLSEEGQELSDEDDEVYQVTVYQAGESDTDSFEEDPEISLADYWKCTSCNEMNPPLPSHCNRCWALRENWLPEDKGKDKGEISEKAKLENSTQAEEGFDVPDCKKTIVNDSRESCVEENDDKITQASQSQESEDYSQPSTSSSIIYSSQEDVKEFEREETQDKEESVESSLPLNAIEPCVICQGRPKNGCIVHGKTGHLMACFTCAKKLKKRNKPCPVCRQPIQMIVLTYFP. The peptide is AAFAAYWNALSPK.